This data is from Forward reaction prediction with 1.9M reactions from USPTO patents (1976-2016). The task is: Predict the product of the given reaction. (1) Given the reactants [CH:1]([C:4]1[N:9]=[C:8]([O:10][CH3:11])[C:7]([C:12]2[N:17]=[C:16]3[C:18]([CH:26]=[N:27]O)=[CH:19][N:20]([C@@H:21]([CH3:25])[CH2:22][O:23][CH3:24])[C:15]3=[CH:14][C:13]=2[CH3:29])=[CH:6][CH:5]=1)([CH3:3])[CH3:2].CCN(CC)CC.CS(Cl)(=O)=O.O, predict the reaction product. The product is: [CH:1]([C:4]1[N:9]=[C:8]([O:10][CH3:11])[C:7]([C:12]2[N:17]=[C:16]3[C:18]([C:26]#[N:27])=[CH:19][N:20]([C@@H:21]([CH3:25])[CH2:22][O:23][CH3:24])[C:15]3=[CH:14][C:13]=2[CH3:29])=[CH:6][CH:5]=1)([CH3:3])[CH3:2]. (2) Given the reactants [NH2:1][C:2](=[O:37])[CH2:3][C:4]1[CH:5]=[C:6]2[N:12]([C:13](=[O:25])[C:14]3[C:19]([C:20]([F:23])([F:22])[F:21])=[CH:18][CH:17]=[CH:16][C:15]=3[Cl:24])[N:11]=[C:10]([C:26]3[CH:35]=[CH:34][C:29]([C:30]([O:32]C)=[O:31])=[CH:28][C:27]=3[F:36])[C:7]2=[N:8][CH:9]=1.O[Li].O, predict the reaction product. The product is: [NH2:1][C:2](=[O:37])[CH2:3][C:4]1[CH:5]=[C:6]2[N:12]([C:13](=[O:25])[C:14]3[C:19]([C:20]([F:21])([F:22])[F:23])=[CH:18][CH:17]=[CH:16][C:15]=3[Cl:24])[N:11]=[C:10]([C:26]3[CH:35]=[CH:34][C:29]([C:30]([OH:32])=[O:31])=[CH:28][C:27]=3[F:36])[C:7]2=[N:8][CH:9]=1. (3) The product is: [O:46]=[C:40]1[CH:39]([N:33]2[CH2:32][C:31]3[C:35](=[CH:36][CH:37]=[C:29]([CH2:28][NH:27][C:3](=[O:5])[C:2]([F:1])([F:20])[C:6]4[CH:11]=[CH:10][C:9]([O:12][CH:13]([CH3:15])[CH3:14])=[CH:8][C:7]=4[C:16]([F:19])([F:18])[F:17])[CH:30]=3)[C:34]2=[O:38])[CH2:44][CH2:43][C:42](=[O:45])[NH:41]1. Given the reactants [F:1][C:2]([F:20])([C:6]1[CH:11]=[CH:10][C:9]([O:12][CH:13]([CH3:15])[CH3:14])=[CH:8][C:7]=1[C:16]([F:19])([F:18])[F:17])[C:3]([OH:5])=O.O=P(Cl)(Cl)Cl.Cl.[NH2:27][CH2:28][C:29]1[CH:30]=[C:31]2[C:35](=[CH:36][CH:37]=1)[C:34](=[O:38])[N:33]([CH:39]1[CH2:44][CH2:43][C:42](=[O:45])[NH:41][C:40]1=[O:46])[CH2:32]2.C(=O)(O)[O-].[Na+], predict the reaction product. (4) The product is: [F:1][C:2]1[CH:3]=[CH:4][C:5]([C:8]2[CH:13]=[N:12][C:11]3[N:10]([C:16]([CH2:19][C:20]4[CH:21]=[CH:22][C:23]([O:26][CH3:27])=[CH:24][CH:25]=4)=[CH:17][N:14]=3)[CH:9]=2)=[CH:6][CH:7]=1. Given the reactants [F:1][C:2]1[CH:7]=[CH:6][C:5]([C:8]2[CH:9]=[N:10][C:11]([NH2:14])=[N:12][CH:13]=2)=[CH:4][CH:3]=1.Cl[CH:16]([CH2:19][C:20]1[CH:25]=[CH:24][C:23]([O:26][CH3:27])=[CH:22][CH:21]=1)[CH:17]=O.C(O)CCCC, predict the reaction product. (5) The product is: [N:1]1[CH:6]=[CH:5][CH:4]=[C:3]([CH2:7][CH:8]2[C:13](=[O:14])[CH:12]3[CH2:11][CH2:10][N:9]2[CH2:16][CH2:15]3)[CH:2]=1. Given the reactants [N:1]1[CH:6]=[CH:5][CH:4]=[C:3]([CH:7]=[C:8]2[C:13](=[O:14])[CH:12]3[CH2:15][CH2:16][N:9]2[CH2:10][CH2:11]3)[CH:2]=1.Cl, predict the reaction product. (6) Given the reactants Br.Cl[C:3]1[C:4]([CH3:14])=[C:5]([CH3:13])[C:6]2[N:7]([C:9]([NH2:12])=[N:10][N:11]=2)[N:8]=1.[O-:15][CH2:16][CH3:17].[Na+], predict the reaction product. The product is: [CH2:16]([O:15][C:3]1[C:4]([CH3:14])=[C:5]([CH3:13])[C:6]2[N:7]([C:9]([NH2:12])=[N:10][N:11]=2)[N:8]=1)[CH3:17].